Predict the reaction yield, written as a fraction of the theoretical maximum amount of product (1.0 means a 100% yield; for example, 0.34 means a 34% yield). From a dataset of Reaction yield outcomes from USPTO patents with 853,638 reactions. The reactants are [CH3:1][C:2]1[CH:7]=[C:6]([CH3:8])[N:5]=[C:4]([NH:9][CH2:10][C@@H:11]2[CH2:16][CH2:15][C@H:14]([CH3:17])[CH2:13][N:12]2C(OC(C)(C)C)=O)[N:3]=1.C(O)(C(F)(F)F)=O. The catalyst is C(Cl)Cl. The product is [CH3:8][C:6]1[CH:7]=[C:2]([CH3:1])[N:3]=[C:4]([NH:9][CH2:10][C@@H:11]2[CH2:16][CH2:15][C@H:14]([CH3:17])[CH2:13][NH:12]2)[N:5]=1. The yield is 0.970.